From a dataset of Full USPTO retrosynthesis dataset with 1.9M reactions from patents (1976-2016). Predict the reactants needed to synthesize the given product. (1) Given the product [Si:17]([O:1][C@@H:2]1[CH2:6][NH:5][C:4](=[O:7])[CH2:3]1)([C:13]([CH3:16])([CH3:15])[CH3:14])([CH3:20])[CH3:19], predict the reactants needed to synthesize it. The reactants are: [OH:1][C@@H:2]1[CH2:6][NH:5][C:4](=[O:7])[CH2:3]1.N1C=CN=C1.[C:13]([Si:17]([CH3:20])([CH3:19])Cl)([CH3:16])([CH3:15])[CH3:14].O. (2) The reactants are: [NH2:1][C:2]1[CH:7]=[C:6]([O:8][CH3:9])[CH:5]=[CH:4][C:3]=1[C:10](=[O:12])[CH3:11].[CH3:13]C([O-])(C)C.[Na+].C(OCC)=O.Cl. Given the product [CH3:9][O:8][C:6]1[CH:7]=[C:2]2[C:3]([C:10]([OH:12])=[CH:11][CH:13]=[N:1]2)=[CH:4][CH:5]=1, predict the reactants needed to synthesize it.